From a dataset of TCR-epitope binding with 47,182 pairs between 192 epitopes and 23,139 TCRs. Binary Classification. Given a T-cell receptor sequence (or CDR3 region) and an epitope sequence, predict whether binding occurs between them. (1) The epitope is KLSYGIATV. The TCR CDR3 sequence is CASTHAGRPYEQYF. Result: 0 (the TCR does not bind to the epitope). (2) The epitope is CLGGLLTMV. The TCR CDR3 sequence is CSVILGQGLYGYTF. Result: 0 (the TCR does not bind to the epitope). (3) Result: 1 (the TCR binds to the epitope). The epitope is GLCTLVAML. The TCR CDR3 sequence is CASSSGQTLPGELFF.